From a dataset of Full USPTO retrosynthesis dataset with 1.9M reactions from patents (1976-2016). Predict the reactants needed to synthesize the given product. Given the product [NH2:20][C:4]1([CH2:1][CH2:2][CH3:3])[CH2:11][CH2:10][CH2:9][CH:8]([OH:12])[CH2:7][CH2:6][CH2:5]1, predict the reactants needed to synthesize it. The reactants are: [CH2:1]([C:4]1([NH2:20])[CH2:11][CH2:10][CH2:9][CH:8]([O:12][Si](C(C)(C)C)(C)C)[CH2:7][CH2:6][CH2:5]1)[CH:2]=[CH2:3].